This data is from Full USPTO retrosynthesis dataset with 1.9M reactions from patents (1976-2016). The task is: Predict the reactants needed to synthesize the given product. (1) Given the product [CH3:32][O:31][C:28]1[CH:29]=[CH:30][C:25]([NH:24][C:21]2[CH:22]=[CH:23][C:18]([CH2:17][NH:16][C:13]([C:10]3([NH:9][C:7]([C:5]4[CH:4]=[N:3][CH:2]=[N:1][CH:6]=4)=[O:8])[CH2:11][CH2:12]3)=[O:15])=[CH:19][CH:20]=2)=[C:26]([CH3:33])[CH:27]=1, predict the reactants needed to synthesize it. The reactants are: [N:1]1[CH:6]=[C:5]([C:7]([NH:9][C:10]2([C:13]([OH:15])=O)[CH2:12][CH2:11]2)=[O:8])[CH:4]=[N:3][CH:2]=1.[NH2:16][CH2:17][C:18]1[CH:23]=[CH:22][C:21]([NH:24][C:25]2[CH:30]=[CH:29][C:28]([O:31][CH3:32])=[CH:27][C:26]=2[CH3:33])=[CH:20][CH:19]=1. (2) Given the product [C:1]([C:3]1[CH:4]=[CH:5][C:6]([CH:13]2[N:18]([CH3:19])[C:17](=[O:20])[N:16]([C:21]3[CH:26]=[CH:25][CH:24]=[C:23]([C:27]([F:30])([F:28])[F:29])[CH:22]=3)[C:15]3[CH2:31][CH2:32][NH:33][C:34](=[O:35])[C:14]2=3)=[C:7]([CH:12]=1)[C:8]([OH:10])=[O:9])#[N:2], predict the reactants needed to synthesize it. The reactants are: [C:1]([C:3]1[CH:4]=[CH:5][C:6]([CH:13]2[N:18]([CH3:19])[C:17](=[O:20])[N:16]([C:21]3[CH:26]=[CH:25][CH:24]=[C:23]([C:27]([F:30])([F:29])[F:28])[CH:22]=3)[C:15]3[CH2:31][CH2:32][NH:33][C:34](=[O:35])[C:14]2=3)=[C:7]([CH:12]=1)[C:8]([O:10]C)=[O:9])#[N:2].[OH-].[Li+].O1CCOCC1.Cl. (3) Given the product [Cl:14][C:10]1[CH:9]=[C:8]([C:6]2[CH:5]=[CH:4][N:3]=[C:2]([NH:20][CH:18]([CH3:19])[CH2:17][O:16][CH3:15])[N:7]=2)[CH:13]=[CH:12][N:11]=1, predict the reactants needed to synthesize it. The reactants are: Cl[C:2]1[N:7]=[C:6]([C:8]2[CH:13]=[CH:12][N:11]=[C:10]([Cl:14])[CH:9]=2)[CH:5]=[CH:4][N:3]=1.[CH3:15][O:16][CH2:17][CH:18]([NH2:20])[CH3:19]. (4) Given the product [OH:39][NH:38][C:36](=[NH:34])[C:21]1[CH:20]=[CH:19][C:18]([O:17][CH2:16][CH2:15][CH2:14][CH2:13][CH2:12][O:11][C:10]2[CH:9]=[CH:8][C:7]([C:5]3[N:6]=[C:2]([CH3:1])[S:3][C:4]=3[N:28]3[CH2:9][CH2:10][O:11][CH2:12][CH2:32]3)=[CH:27][CH:26]=2)=[CH:25][CH:22]=1, predict the reactants needed to synthesize it. The reactants are: [CH3:1][C:2]1[S:3][C:4]([N:28]2[CH:32]=NC=N2)=[C:5]([C:7]2[CH:27]=[CH:26][C:10]([O:11][CH2:12][CH2:13][CH2:14][CH2:15][CH2:16][O:17][C:18]3[CH:19]=[CH:20][CH:21]=[C:22]([CH:25]=3)C#N)=[CH:9][CH:8]=2)[N:6]=1.C[N:34]([CH3:36])C.Cl.[NH2:38][OH:39]. (5) Given the product [CH3:35][O:36][CH2:37][CH2:38][O:39][CH2:40][N:15]1[C:16](=[O:19])[C:17]2[N:18]=[C:10]([S:9][C:6]3[CH:7]=[CH:8][C:3]([C:2]([F:1])([F:24])[F:25])=[CH:4][CH:5]=3)[N:11]([CH2:20][CH2:21][CH2:22][CH3:23])[C:12]=2[N:13]=[CH:14]1, predict the reactants needed to synthesize it. The reactants are: [F:1][C:2]([F:25])([F:24])[C:3]1[CH:8]=[CH:7][C:6]([S:9][C:10]2[N:11]([CH2:20][CH2:21][CH2:22][CH3:23])[C:12]3[N:13]=[CH:14][NH:15][C:16](=[O:19])[C:17]=3[N:18]=2)=[CH:5][CH:4]=1.C(N(C(C)C)CC)(C)C.[CH3:35][O:36][CH2:37][CH2:38][O:39][CH2:40]Cl.O.